Task: Predict the reaction yield, written as a fraction of the theoretical maximum amount of product (1.0 means a 100% yield; for example, 0.34 means a 34% yield).. Dataset: Reaction yield outcomes from USPTO patents with 853,638 reactions (1) The reactants are [F:1][CH:2]([F:18])[S:3]([C:5]1[C:14](=[O:15])[C:13]2[C:8](=[CH:9][C:10]([F:16])=[CH:11][CH:12]=2)[N:7]([CH3:17])[CH:6]=1)=[O:4].C1C=C(Cl)C=C(C(OO)=[O:27])C=1. The catalyst is C(Cl)Cl. The product is [F:18][CH:2]([F:1])[S:3]([C:5]1[C:14](=[O:15])[C:13]2[C:8](=[CH:9][C:10]([F:16])=[CH:11][CH:12]=2)[N:7]([CH3:17])[CH:6]=1)(=[O:27])=[O:4]. The yield is 0.320. (2) The reactants are Cl.[NH2:2][C@H:3]1[CH2:8][CH2:7][C@H:6](C2C=CC=CC=2)[CH2:5][C@H:4]1[CH2:15][OH:16].[C:17](O[C:17]([O:19][C:20]([CH3:23])([CH3:22])[CH3:21])=[O:18])([O:19][C:20]([CH3:23])([CH3:22])[CH3:21])=[O:18].C(N(CC)CC)C. The catalyst is CO. The product is [OH:16][CH2:15][C@@H:4]1[CH2:5][CH2:6][CH2:7][CH2:8][C@@H:3]1[NH:2][C:17](=[O:18])[O:19][C:20]([CH3:23])([CH3:22])[CH3:21]. The yield is 0.850.